Dataset: Forward reaction prediction with 1.9M reactions from USPTO patents (1976-2016). Task: Predict the product of the given reaction. (1) Given the reactants [C:1]([O:3][CH2:4][CH3:5])#[CH:2].B.C1COCC1.C(OC=CB(C=COCC)C=COCC)C.Cl[C:29]1[CH:34]=[CH:33][N:32]=[C:31]([S:35][CH3:36])[N:30]=1.C1C=CC(P(C2C=CC=CC=2)C2C=CC=CC=2)=CC=1.[OH-].[Na+], predict the reaction product. The product is: [CH2:1]([O:3][CH:4]=[CH:5][C:29]1[CH:34]=[CH:33][N:32]=[C:31]([S:35][CH3:36])[N:30]=1)[CH3:2]. (2) Given the reactants [CH3:1][NH:2][CH2:3][CH2:4][C@H:5]([O:11][C:12]1[C:21]2[C:16](=[CH:17][CH:18]=[CH:19][CH:20]=2)[CH:15]=[CH:14][CH:13]=1)[C:6]1[S:10][CH:9]=[CH:8][CH:7]=1.[ClH:22].C(O)(C)C, predict the reaction product. The product is: [CH3:1][NH:2][CH2:3][CH2:4][C@H:5]([O:11][C:12]1[C:21]2[C:16](=[CH:17][CH:18]=[CH:19][CH:20]=2)[CH:15]=[CH:14][CH:13]=1)[C:6]1[S:10][CH:9]=[CH:8][CH:7]=1.[ClH:22]. (3) Given the reactants Br[C:2]1[C:3]([CH:15]=[O:16])=[C:4]([N:8]2[CH:12]=[C:11]([C:13]#[N:14])[CH:10]=[N:9]2)[CH:5]=[CH:6][CH:7]=1.[C:17]([C:21]1[CH:22]=[C:23]2[C:28](=[C:29]([F:31])[CH:30]=1)[C:27](=[O:32])[NH:26][N:25]=[CH:24]2)([CH3:20])([CH3:19])[CH3:18].C(=O)(O)[O-:34].[Na+].[NH4+].[Cl-], predict the reaction product. The product is: [C:17]([C:21]1[CH:22]=[C:23]2[C:28](=[C:29]([F:31])[CH:30]=1)[C:27](=[O:32])[N:26]([C:2]1[C:3]([CH2:15][OH:16])=[C:4]([N:8]3[CH:12]=[C:11]([C:13]([NH2:14])=[O:34])[CH:10]=[N:9]3)[CH:5]=[CH:6][CH:7]=1)[N:25]=[CH:24]2)([CH3:20])([CH3:18])[CH3:19].